This data is from Reaction yield outcomes from USPTO patents with 853,638 reactions. The task is: Predict the reaction yield, written as a fraction of the theoretical maximum amount of product (1.0 means a 100% yield; for example, 0.34 means a 34% yield). (1) The reactants are C(OC(=O)[NH:7][C:8]1[N:13]=[CH:12][C:11]([C:14]2[N:23]=[C:22]([N:24]3[CH2:29][CH2:28][O:27][CH2:26][CH2:25]3)[C:21]3[C:16](=[CH:17][C:18]([C:30]4[CH:35]=[CH:34][CH:33]=[C:32]([NH:36][C:37](=[O:42])[C:38]([OH:41])([CH3:40])[CH3:39])[CH:31]=4)=[CH:19][CH:20]=3)[N:15]=2)=[CH:10][N:9]=1)(C)(C)C.FC(F)(F)C(O)=O. The catalyst is CO.C(Cl)Cl. The product is [NH2:7][C:8]1[N:9]=[CH:10][C:11]([C:14]2[N:23]=[C:22]([N:24]3[CH2:29][CH2:28][O:27][CH2:26][CH2:25]3)[C:21]3[C:16](=[CH:17][C:18]([C:30]4[CH:31]=[C:32]([NH:36][C:37](=[O:42])[C:38]([OH:41])([CH3:40])[CH3:39])[CH:33]=[CH:34][CH:35]=4)=[CH:19][CH:20]=3)[N:15]=2)=[CH:12][N:13]=1. The yield is 0.140. (2) The reactants are [Cl:1][C:2](Cl)=[CH:3][C:4](=[O:14])[CH2:5][C:6]([N:8]1[CH2:13][CH2:12][O:11][CH2:10][CH2:9]1)=[O:7].Cl(O)(=O)(=O)=O.[OH-].[Na+]. The catalyst is O1CCOCC1. The product is [Cl:1][C:2]1[O:7][C:6]([N:8]2[CH2:13][CH2:12][O:11][CH2:10][CH2:9]2)=[CH:5][C:4](=[O:14])[CH:3]=1. The yield is 0.750.